This data is from Catalyst prediction with 721,799 reactions and 888 catalyst types from USPTO. The task is: Predict which catalyst facilitates the given reaction. Reactant: [NH2:1][C:2]([C:4]1[CH:5]=[N:6][C:7]2[C:12]([C:13]=1[NH:14][C:15]1[CH:16]=[C:17]([CH:23]=[CH:24][CH:25]=1)[C:18]([O:20][CH2:21][CH3:22])=[O:19])=[CH:11][CH:10]=[C:9](Br)[CH:8]=2)=[O:3].[C:27](=[O:30])([O-])[O-].[K+].[K+]. Product: [NH2:1][C:2]([C:4]1[CH:5]=[N:6][C:7]2[C:12]([C:13]=1[NH:14][C:15]1[CH:16]=[C:17]([CH:23]=[CH:24][CH:25]=1)[C:18]([O:20][CH2:21][CH3:22])=[O:19])=[CH:11][CH:10]=[C:9]([C:13]1[CH:12]=[CH:7][N:6]=[C:5]([O:30][CH3:27])[CH:4]=1)[CH:8]=2)=[O:3]. The catalyst class is: 70.